This data is from Forward reaction prediction with 1.9M reactions from USPTO patents (1976-2016). The task is: Predict the product of the given reaction. (1) Given the reactants Cl.[CH:2]1([C:7]2[CH:11]=[C:10]([NH:12][C:13]3[C:14]4[CH2:29][CH2:28][CH2:27][C:15]=4[N:16]=[C:17]([N:19]4[CH2:23][CH2:22][CH2:21][CH:20]4[C:24]([OH:26])=O)[N:18]=3)[NH:9][N:8]=2)[CH2:6][CH2:5][CH2:4][CH2:3]1.[NH:30]1[CH2:34][CH2:33][CH2:32][CH2:31]1.CCN=C=NCCCN(C)C.Cl.C1C=CC2N(O)N=NC=2C=1.CCN(C(C)C)C(C)C, predict the reaction product. The product is: [CH:2]1([C:7]2[NH:8][N:9]=[C:10]([NH:12][C:13]3[C:14]4[CH2:29][CH2:28][CH2:27][C:15]=4[N:16]=[C:17]([N:19]4[CH2:23][CH2:22][CH2:21][C@H:20]4[C:24]([N:30]4[CH2:34][CH2:33][CH2:32][CH2:31]4)=[O:26])[N:18]=3)[CH:11]=2)[CH2:3][CH2:4][CH2:5][CH2:6]1. (2) Given the reactants [F:1][C:2]1[CH:18]=[CH:17][CH:16]=[CH:15][C:3]=1[CH2:4][C:5]1[O:9][N:8]=[C:7]([C:10]([O:12]CC)=O)[N:6]=1.Cl.[Cl:20][C:21]1[CH:22]=[C:23]2[C:27](=[CH:28][CH:29]=1)[NH:26][CH:25]=[C:24]2[CH2:30][CH2:31][NH2:32].CN(C(ON1N=NC2C=CC=NC1=2)=[N+](C)C)C.F[P-](F)(F)(F)(F)F.C(N(CC)C(C)C)(C)C, predict the reaction product. The product is: [Cl:20][C:21]1[CH:22]=[C:23]2[C:27](=[CH:28][CH:29]=1)[NH:26][CH:25]=[C:24]2[CH2:30][CH2:31][NH:32][C:10]([C:7]1[N:6]=[C:5]([CH2:4][C:3]2[CH:15]=[CH:16][CH:17]=[CH:18][C:2]=2[F:1])[O:9][N:8]=1)=[O:12]. (3) Given the reactants [CH3:1][N:2]1[CH2:14][CH2:13][C:12]2[C:11]3[C:6](=[CH:7][CH:8]=[C:9]([CH3:15])[CH:10]=3)[N:5]([CH2:16][C:17]([O:19]CC)=[O:18])[C:4]=2[CH2:3]1.[OH-].[Na+], predict the reaction product. The product is: [CH3:1][N:2]1[CH2:14][CH2:13][C:12]2[C:11]3[C:6](=[CH:7][CH:8]=[C:9]([CH3:15])[CH:10]=3)[N:5]([CH2:16][C:17]([OH:19])=[O:18])[C:4]=2[CH2:3]1. (4) Given the reactants [CH:1]([C:4]1[CH:5]=[C:6]([CH:20]=[CH:21][C:22]=1[O:23][CH2:24][O:25][CH3:26])[CH2:7][C:8]1[C:16]([CH3:17])=[CH:15][C:11]([C:12]([O-])=[O:13])=[C:10]([CH3:18])[C:9]=1[CH3:19])([CH3:3])[CH3:2].CC(C[AlH]CC(C)C)C.[F-].[Na+], predict the reaction product. The product is: [CH:1]([C:4]1[CH:5]=[C:6]([CH:20]=[CH:21][C:22]=1[O:23][CH2:24][O:25][CH3:26])[CH2:7][C:8]1[C:16]([CH3:17])=[CH:15][C:11]([CH2:12][OH:13])=[C:10]([CH3:18])[C:9]=1[CH3:19])([CH3:3])[CH3:2]. (5) Given the reactants [Li+].[OH-].[CH2:3]([O:10][P:11]([O:21][C:22]1[CH:27]=[CH:26][C:25]([CH2:28][C:29]([O:31]C)=[O:30])=[CH:24][CH:23]=1)([O:13][CH2:14][C:15]1[CH:20]=[CH:19][CH:18]=[CH:17][CH:16]=1)=[O:12])[C:4]1[CH:9]=[CH:8][CH:7]=[CH:6][CH:5]=1.Cl, predict the reaction product. The product is: [CH2:14]([O:13][P:11]([O:21][C:22]1[CH:23]=[CH:24][C:25]([CH2:28][C:29]([OH:31])=[O:30])=[CH:26][CH:27]=1)([O:10][CH2:3][C:4]1[CH:9]=[CH:8][CH:7]=[CH:6][CH:5]=1)=[O:12])[C:15]1[CH:20]=[CH:19][CH:18]=[CH:17][CH:16]=1. (6) Given the reactants [CH3:1][C:2]1[C:8](=[O:9])[C:7]([O:10][CH3:11])=[C:6]([O:12][CH3:13])[C:4](=[O:5])[C:3]=1[CH2:14]/[CH:15]=[C:16](/[CH2:18][CH2:19]/[CH:20]=[C:21](/[CH2:23][CH2:24]/[CH:25]=[C:26](/[CH2:28][CH2:29]/[CH:30]=[C:31](/[CH2:33][CH2:34]/[CH:35]=[C:36](/[CH2:38][CH2:39]/[CH:40]=[C:41](/[CH2:43][CH2:44]/[CH:45]=[C:46](/[CH2:48][CH2:49]/[CH:50]=[C:51](/[CH2:53][CH2:54]/[CH:55]=[C:56](/[CH2:58][CH2:59][CH:60]=[C:61]([CH3:63])[CH3:62])\[CH3:57])\[CH3:52])\[CH3:47])\[CH3:42])\[CH3:37])\[CH3:32])\[CH3:27])\[CH3:22])\[CH3:17].C[O:65]C(OC(OC)=O)=O.CC1C(=O)C(OC)=C(OC)C(=O)C=1C/C=C(/CC/C=C(/CC/C=C(/CC/C=C(/CC/C=C(/CC/C=C(/CC/C=C(/CC/C=C(/CC/C=C(/CCC=C(C)C)\C)\C)\C)\C)\C)\C)\C)\C)\C, predict the reaction product. The product is: [CH3:1][C:2]1[C:8](=[O:9])[C:7]([O:10][CH3:11])=[C:6]([O:12][CH3:13])[C:4](=[O:5])[C:3]=1[CH2:14]/[CH:15]=[C:16](/[CH2:18][CH2:19]/[CH:20]=[C:21](/[CH2:23][CH2:24]/[CH:25]=[C:26](/[CH2:28][CH2:29]/[CH:30]=[C:31](/[CH2:33][CH2:34]/[CH:35]=[C:36](/[CH2:38][CH2:39]/[CH:40]=[C:41](/[CH2:43][CH2:44]/[CH:45]=[C:46](/[CH2:48][CH2:49]/[CH:50]=[C:51](/[CH2:53][CH2:54]/[CH:55]=[C:56](/[CH2:58][CH2:59][CH:60]=[C:61]([CH3:63])[CH3:62])\[CH3:57])\[CH3:52])\[CH3:47])\[CH3:42])\[CH3:37])\[CH3:32])\[CH3:27])\[CH3:22])\[CH3:17].[OH2:65]. (7) Given the reactants [CH:1]12[O:6][CH:2]1[CH2:3][CH2:4][CH2:5]2.CC(C)([O-])C.[K+].[OH:13][C:14]1[CH:21]=[CH:20][C:17]([CH:18]=[O:19])=[CH:16][CH:15]=1, predict the reaction product. The product is: [OH:6][C@@H:2]1[CH2:3][CH2:4][CH2:5][C@H:1]1[O:13][C:14]1[CH:21]=[CH:20][C:17]([CH:18]=[O:19])=[CH:16][CH:15]=1. (8) Given the reactants Br[C:2]1[CH:3]=[C:4]([N:8]2[CH2:12][CH2:11][CH:10]([O:13][Si:14]([C:17]([CH3:20])([CH3:19])[CH3:18])([CH3:16])[CH3:15])[CH2:9]2)[CH:5]=[CH:6][CH:7]=1.[B:21]1([B:21]2[O:25][C:24]([CH3:27])([CH3:26])[C:23]([CH3:29])([CH3:28])[O:22]2)[O:25][C:24]([CH3:27])([CH3:26])[C:23]([CH3:29])([CH3:28])[O:22]1.CC([O-])=O.[K+], predict the reaction product. The product is: [Si:14]([O:13][CH:10]1[CH2:11][CH2:12][N:8]([C:4]2[CH:5]=[CH:6][CH:7]=[C:2]([B:21]3[O:25][C:24]([CH3:27])([CH3:26])[C:23]([CH3:29])([CH3:28])[O:22]3)[CH:3]=2)[CH2:9]1)([C:17]([CH3:20])([CH3:19])[CH3:18])([CH3:16])[CH3:15]. (9) Given the reactants [CH2:1]=[N:2][N:3]1[CH2:9][CH2:8][CH2:7][CH2:6][CH2:5][CH2:4]1.[ClH:10].O1CCOCC1, predict the reaction product. The product is: [ClH:10].[CH3:1][NH:2][N:3]1[CH2:9][CH2:8][CH2:7][CH2:6][CH2:5][CH2:4]1.